This data is from Retrosynthesis with 50K atom-mapped reactions and 10 reaction types from USPTO. The task is: Predict the reactants needed to synthesize the given product. (1) Given the product COC(c1ccc(C(F)(F)F)cc1CN(Cc1cc(C(F)(F)F)cc(C(F)(F)F)c1)c1nnn(C)n1)C1(C)CCCCC1, predict the reactants needed to synthesize it. The reactants are: COC(c1ccc(C(F)(F)F)cc1CBr)C1(C)CCCCC1.Cn1nnc(NCc2cc(C(F)(F)F)cc(C(F)(F)F)c2)n1. (2) Given the product O=Cc1cnn2c(NC3CC3)cc(Nc3cccc(Cl)c3)nc12, predict the reactants needed to synthesize it. The reactants are: Nc1cccc(Cl)c1.O=Cc1cnn2c(NC3CC3)cc(Cl)nc12.